From a dataset of Catalyst prediction with 721,799 reactions and 888 catalyst types from USPTO. Predict which catalyst facilitates the given reaction. (1) Reactant: [Si:1](Cl)([C:4]([CH3:7])([CH3:6])[CH3:5])([CH3:3])[CH3:2].[OH:9][CH2:10][C@H:11]1[NH:15][C:14](=[O:16])[CH2:13][CH2:12]1.N1C=CN=C1. Product: [Si:1]([O:9][CH2:10][C@H:11]1[NH:15][C:14](=[O:16])[CH2:13][CH2:12]1)([C:4]([CH3:7])([CH3:6])[CH3:5])([CH3:3])[CH3:2]. The catalyst class is: 614. (2) Reactant: Br[C:2]1[CH:3]=[CH:4][C:5]2[O:14][CH2:13][CH2:12][C:11]3[S:10][C:9]([C:15]4[N:16]([CH:20]([CH3:22])[CH3:21])[N:17]=[CH:18][N:19]=4)=[N:8][C:7]=3[C:6]=2[CH:23]=1.[CH3:24][N:25](C=O)C. Product: [CH:20]([N:16]1[C:15]([C:9]2[S:10][C:11]3[CH2:12][CH2:13][O:14][C:5]4[CH:4]=[CH:3][C:2]([C:24]#[N:25])=[CH:23][C:6]=4[C:7]=3[N:8]=2)=[N:19][CH:18]=[N:17]1)([CH3:22])[CH3:21]. The catalyst class is: 267. (3) Reactant: [Cl:1][C:2]1[CH:3]=[C:4]([C:14]2([OH:21])[CH2:17][CH:16]([C:18](O)=[O:19])[CH2:15]2)[CH:5]=[CH:6][C:7]=1[CH2:8][N:9]1[CH2:13][CH2:12][CH2:11][CH2:10]1.Cl.[CH:23]1([CH2:26][NH:27][CH3:28])[CH2:25][CH2:24]1.C(N(CC)CC)C.C(P1(=O)OP(CCC)(=O)OP(CCC)(=O)O1)CC.[OH-].[Na+]. Product: [CH:23]1([CH2:26][N:27]([CH3:28])[C:18]([CH:16]2[CH2:17][C:14]([C:4]3[CH:5]=[CH:6][C:7]([CH2:8][N:9]4[CH2:10][CH2:11][CH2:12][CH2:13]4)=[C:2]([Cl:1])[CH:3]=3)([OH:21])[CH2:15]2)=[O:19])[CH2:25][CH2:24]1. The catalyst class is: 25. (4) Reactant: [NH:1]1[CH2:6][CH2:5][CH:4]([C:7]2[CH:8]=[C:9]([NH:13][C:14](=[O:16])[CH3:15])[CH:10]=[CH:11][CH:12]=2)[CH2:3][CH2:2]1.Br[CH2:18][CH2:19][CH2:20][NH:21][C:22](=[O:28])[O:23][C:24]([CH3:27])([CH3:26])[CH3:25].C([O-])([O-])=O.[K+].[K+].C(N(C(C)C)CC)(C)C. Product: [C:14]([NH:13][C:9]1[CH:8]=[C:7]([CH:4]2[CH2:5][CH2:6][N:1]([CH2:18][CH2:19][CH2:20][NH:21][C:22](=[O:28])[O:23][C:24]([CH3:27])([CH3:26])[CH3:25])[CH2:2][CH2:3]2)[CH:12]=[CH:11][CH:10]=1)(=[O:16])[CH3:15]. The catalyst class is: 12.